From a dataset of Peptide-MHC class II binding affinity with 134,281 pairs from IEDB. Regression. Given a peptide amino acid sequence and an MHC pseudo amino acid sequence, predict their binding affinity value. This is MHC class II binding data. The peptide sequence is IMRIKKLTITGKGTL. The MHC is DRB1_0301 with pseudo-sequence DRB1_0301. The binding affinity (normalized) is 0.195.